This data is from Reaction yield outcomes from USPTO patents with 853,638 reactions. The task is: Predict the reaction yield, written as a fraction of the theoretical maximum amount of product (1.0 means a 100% yield; for example, 0.34 means a 34% yield). (1) The reactants are [CH3:1][O:2][C:3]([C:5]1[S:6][C:7]([C:28]#[C:29][C:30]([CH3:33])([CH3:32])[CH3:31])=[CH:8][C:9]=1[N:10]([CH2:20][C:21]([O:23]C(C)(C)C)=[O:22])[C:11]([C@H:13]1[CH2:18][CH2:17][C@H:16]([CH3:19])[CH2:15][CH2:14]1)=[O:12])=[O:4].FC(F)(F)C(O)=O. The catalyst is C(Cl)Cl. The product is [CH3:1][O:2][C:3]([C:5]1[S:6][C:7]([C:28]#[C:29][C:30]([CH3:31])([CH3:33])[CH3:32])=[CH:8][C:9]=1[N:10]([CH2:20][C:21]([OH:23])=[O:22])[C:11]([C@H:13]1[CH2:18][CH2:17][C@H:16]([CH3:19])[CH2:15][CH2:14]1)=[O:12])=[O:4]. The yield is 1.00. (2) The reactants are [CH3:1][N:2]1[C:8](=[O:9])[CH2:7][C:6]2[CH:10]=[CH:11][CH:12]=[CH:13][C:5]=2[CH2:4][CH2:3]1.[N:14](OCCC(C)C)=[O:15].[Li+].C[Si]([N-][Si](C)(C)C)(C)C.Cl. The catalyst is C1COCC1. The product is [OH:15][N:14]=[C:7]1[C:6]2[CH:10]=[CH:11][CH:12]=[CH:13][C:5]=2[CH2:4][CH2:3][N:2]([CH3:1])[C:8]1=[O:9]. The yield is 0.856. (3) The reactants are [F:1][C:2]1([F:17])[CH2:7][N:6]([C:8]([O:10][C:11]([CH3:14])([CH3:13])[CH3:12])=[O:9])[C@@H:5]([CH2:15][OH:16])[CH2:4][CH2:3]1.CC(OI1(OC(C)=O)(OC(C)=O)OC(=O)C2C=CC=CC1=2)=O. The catalyst is C(Cl)Cl. The product is [F:17][C:2]1([F:1])[CH2:7][N:6]([C:8]([O:10][C:11]([CH3:12])([CH3:13])[CH3:14])=[O:9])[C@@H:5]([CH:15]=[O:16])[CH2:4][CH2:3]1. The yield is 0.760. (4) The reactants are [CH3:1][O:2][C:3]([C@@H:5]([N:13]1[CH2:21][C:17]2[CH:18]=[CH:19][S:20][C:16]=2[CH2:15][CH2:14]1)[C:6]1[CH:7]=[CH:8][CH:9]=[CH:10][C:11]=1[Cl:12])=[O:4].[S:22](=[O:26])(=[O:25])([OH:24])[OH:23]. The catalyst is C(O)C.C(OC)(C)(C)C. The product is [CH3:1][O:2][C:3]([C@@H:5]([N:13]1[CH2:21][C:17]2[CH:18]=[CH:19][S:20][C:16]=2[CH2:15][CH2:14]1)[C:6]1[C:11]([Cl:12])=[CH:10][CH:9]=[CH:8][CH:7]=1)=[O:4].[OH:25][S:22]([OH:26])(=[O:24])=[O:23]. The yield is 0.560. (5) The product is [Cl:1][C:2]1[CH:3]=[C:4]([CH:9]([CH2:13][CH:14]2[CH2:19][CH2:18][CH2:17][CH2:16][O:15]2)[C:10]([NH:53][C:54]2[S:55][CH:56]=[CH:57][N:58]=2)=[O:12])[CH:5]=[CH:6][C:7]=1[Cl:8]. The catalyst is CN(C)C=O.O. The yield is 0.340. The reactants are [Cl:1][C:2]1[CH:3]=[C:4]([CH:9]([CH2:13][CH:14]2[CH2:19][CH2:18][CH2:17][CH2:16][O:15]2)[C:10]([OH:12])=O)[CH:5]=[CH:6][C:7]=1[Cl:8].F[P-](F)(F)(F)(F)F.N1(OC(N(C)C)=[N+](C)C)C2C=CC=CC=2N=N1.C(N(CC)C(C)C)(C)C.[NH2:53][C:54]1[S:55][CH:56]=[CH:57][N:58]=1. (6) The reactants are Cl[C:2]1[CH:7]=[CH:6][C:5]([NH:8][C:9]2[C:18]3[C:13](=[CH:14][C:15]([O:21][CH2:22][CH:23]4[O:25][CH2:24]4)=[C:16]([O:19][CH3:20])[CH:17]=3)[N:12]=[CH:11][N:10]=2)=[C:4]([F:26])[CH:3]=1.OC1C=C2C(C(NC3C=CC([Br:45])=CC=3F)=NC=N2)=CC=1OC.BrCC1OC1.C(=O)([O-])[O-].[K+].[K+]. The catalyst is CN(C=O)C. The product is [Br:45][C:2]1[CH:7]=[CH:6][C:5]([NH:8][C:9]2[C:18]3[C:13](=[CH:14][C:15]([O:21][CH2:22][CH:23]4[O:25][CH2:24]4)=[C:16]([O:19][CH3:20])[CH:17]=3)[N:12]=[CH:11][N:10]=2)=[C:4]([F:26])[CH:3]=1. The yield is 0.260. (7) The reactants are [N:1]1([CH2:6][CH2:7][O:8][C:9]2[CH:14]=[CH:13][C:12]([NH:15][C:16]3[N:21]=[C:20]([C:22]([F:25])([F:24])[F:23])[C:19]([C:26](Cl)=[O:27])=[CH:18][N:17]=3)=[CH:11][CH:10]=2)[CH2:5][CH2:4][CH2:3][CH2:2]1.[NH2:29][C:30]1[CH:31]=[C:32]([OH:37])[CH:33]=[CH:34][C:35]=1[Cl:36]. The catalyst is C1(C)C=CC=CC=1. The product is [Cl:36][C:35]1[CH:34]=[CH:33][C:32]([OH:37])=[CH:31][C:30]=1[NH:29][C:26]([C:19]1[C:20]([C:22]([F:25])([F:24])[F:23])=[N:21][C:16]([NH:15][C:12]2[CH:13]=[CH:14][C:9]([O:8][CH2:7][CH2:6][N:1]3[CH2:5][CH2:4][CH2:3][CH2:2]3)=[CH:10][CH:11]=2)=[N:17][CH:18]=1)=[O:27]. The yield is 0.640. (8) The reactants are C([O:3][C:4]([C:6]1[C:14]2[CH2:13][CH2:12][N:11]([C:15]3[CH:20]=[CH:19][C:18]([N:21]4[CH2:26][CH2:25][CH2:24][CH2:23][C:22]4=[O:27])=[CH:17][CH:16]=3)[C:10](=[O:28])[C:9]=2[N:8]([C:29]2[CH:34]=[CH:33][C:32]([O:35][CH3:36])=[CH:31][CH:30]=2)[N:7]=1)=O)C.C([NH2:39])=O.CO[Na].O. The catalyst is CN(C=O)C.CO. The product is [CH3:36][O:35][C:32]1[CH:31]=[CH:30][C:29]([N:8]2[C:9]3[C:10](=[O:28])[N:11]([C:15]4[CH:20]=[CH:19][C:18]([N:21]5[CH2:26][CH2:25][CH2:24][CH2:23][C:22]5=[O:27])=[CH:17][CH:16]=4)[CH2:12][CH2:13][C:14]=3[C:6]([C:4]([NH2:39])=[O:3])=[N:7]2)=[CH:34][CH:33]=1. The yield is 0.710. (9) The reactants are [C:1]([C:3]1[CH:4]=[C:5]([CH:9]=[CH:10][C:11]=1[O:12][CH2:13][CH3:14])[C:6]([OH:8])=O)#[N:2].C1C=CC2N(O)N=NC=2C=1.CCN=C=NCCCN(C)C.O[N:37]=[C:38]([C:40]1[C:41]2[CH2:42][CH2:43][CH:44]([OH:49])[C:45]=2[CH:46]=[CH:47][CH:48]=1)[NH2:39].[Na+].[Cl-]. The catalyst is CN(C=O)C. The product is [CH2:13]([O:12][C:11]1[CH:10]=[CH:9][C:5]([C:6]2[O:8][N:39]=[C:38]([C:40]3[CH:48]=[CH:47][CH:46]=[C:45]4[C:41]=3[CH2:42][CH2:43][CH:44]4[OH:49])[N:37]=2)=[CH:4][C:3]=1[C:1]#[N:2])[CH3:14]. The yield is 0.790.